This data is from Reaction yield outcomes from USPTO patents with 853,638 reactions. The task is: Predict the reaction yield, written as a fraction of the theoretical maximum amount of product (1.0 means a 100% yield; for example, 0.34 means a 34% yield). (1) The reactants are Br[C:2]1[CH:3]=[C:4]2[C:9](=[CH:10][CH:11]=1)[N:8]=[CH:7][N:6]=[C:5]2[C:12]1[CH:13]=[C:14]([CH:26]=[CH:27][CH:28]=1)[C:15]([N:17]1[CH2:22][CH2:21][N:20]([C:23](=[O:25])[CH3:24])[CH2:19][CH2:18]1)=[O:16].[CH3:29][O:30][C:31]1[N:38]=[CH:37][C:36](B2OC(C)(C)C(C)(C)O2)=[CH:35][C:32]=1[C:33]#[N:34].COCCOC.C([O-])([O-])=O.[Na+].[Na+]. The catalyst is CCOC(C)=O.C1C=CC([P]([Pd]([P](C2C=CC=CC=2)(C2C=CC=CC=2)C2C=CC=CC=2)([P](C2C=CC=CC=2)(C2C=CC=CC=2)C2C=CC=CC=2)[P](C2C=CC=CC=2)(C2C=CC=CC=2)C2C=CC=CC=2)(C2C=CC=CC=2)C2C=CC=CC=2)=CC=1. The product is [C:23]([N:20]1[CH2:21][CH2:22][N:17]([C:15]([C:14]2[CH:13]=[C:12]([C:5]3[C:4]4[C:9](=[CH:10][CH:11]=[C:2]([C:36]5[CH:37]=[N:38][C:31]([O:30][CH3:29])=[C:32]([CH:35]=5)[C:33]#[N:34])[CH:3]=4)[N:8]=[CH:7][N:6]=3)[CH:28]=[CH:27][CH:26]=2)=[O:16])[CH2:18][CH2:19]1)(=[O:25])[CH3:24]. The yield is 0.410. (2) The reactants are [C:1]([C@H:4]([N:9]([CH2:20][C:21]([OH:23])=O)[S:10]([C:13]1[CH:18]=[CH:17][C:16]([Cl:19])=[CH:15][CH:14]=1)(=[O:12])=[O:11])[CH2:5][CH:6]([CH3:8])[CH3:7])(=[O:3])[NH2:2].[CH:24]1([NH2:27])[CH2:26][CH2:25]1.ON1C2C=CC=CC=2N=N1.C1(N=C=NC2CCCCC2)CCCCC1. The catalyst is C(Cl)Cl.CCOC(C)=O.O. The product is [Cl:19][C:16]1[CH:17]=[CH:18][C:13]([S:10]([N:9]([C@H:4]([CH2:5][CH:6]([CH3:7])[CH3:8])[C:1]([NH2:2])=[O:3])[CH2:20][C:21](=[O:23])[NH:27][CH:24]2[CH2:26][CH2:25]2)(=[O:11])=[O:12])=[CH:14][CH:15]=1. The yield is 0.290. (3) The reactants are [CH2:1]([NH2:8])[C:2]1[CH:7]=[CH:6][CH:5]=[CH:4][CH:3]=1.C([O:12][C:13]1[CH:14]=[C:15]2[C:20](=[CH:21][C:22]=1[O:23][CH3:24])[N:19]=[CH:18][N:17]=[C:16]2Cl)(=O)C. The catalyst is CC(O)C. The product is [CH2:1]([NH:8][C:16]1[C:15]2[C:20](=[CH:21][C:22]([O:23][CH3:24])=[C:13]([OH:12])[CH:14]=2)[N:19]=[CH:18][N:17]=1)[C:2]1[CH:7]=[CH:6][CH:5]=[CH:4][CH:3]=1. The yield is 0.760. (4) The reactants are Br[C:2]1[CH:3]=[CH:4][C:5]([N+:8]([O-:10])=[O:9])=[N:6][CH:7]=1.CC1(C)C(C)(C)OB([C:19]2[CH2:24][CH2:23][N:22]([C:25]([O:27][C:28]([CH3:31])([CH3:30])[CH3:29])=[O:26])[CH2:21][CH:20]=2)O1.C([O-])(=O)C.[Na+]. The catalyst is C(#N)C.O.C1C=CC(P(C2C=CC=CC=2)[C-]2C=CC=C2)=CC=1.C1C=CC(P(C2C=CC=CC=2)[C-]2C=CC=C2)=CC=1.Cl[Pd]Cl.[Fe+2]. The product is [N+:8]([C:5]1[N:6]=[CH:7][C:2]([C:19]2[CH2:24][CH2:23][N:22]([C:25]([O:27][C:28]([CH3:31])([CH3:30])[CH3:29])=[O:26])[CH2:21][CH:20]=2)=[CH:3][CH:4]=1)([O-:10])=[O:9]. The yield is 0.740. (5) The reactants are [Cl:1][C:2]1[CH:7]=[CH:6][N:5]=[C:4]2[N:8]([S:24]([C:27]3[CH:32]=[CH:31][C:30]([CH3:33])=[CH:29][CH:28]=3)(=[O:26])=[O:25])[C:9]([C:11]3[C:15]4=[N:16][C:17]([O:22][CH3:23])=[C:18]([O:20][CH3:21])[CH:19]=[C:14]4[NH:13][CH:12]=3)=[CH:10][C:3]=12.[OH-].[Na+].[Cl:36][CH2:37][CH2:38]Cl. The catalyst is [Br-].C([N+](CCCC)(CCCC)CCCC)CCC. The product is [Cl:36][CH2:37][CH2:38][N:13]1[C:14]2[C:15](=[N:16][C:17]([O:22][CH3:23])=[C:18]([O:20][CH3:21])[CH:19]=2)[C:11]([C:9]2[N:8]([S:24]([C:27]3[CH:32]=[CH:31][C:30]([CH3:33])=[CH:29][CH:28]=3)(=[O:25])=[O:26])[C:4]3=[N:5][CH:6]=[CH:7][C:2]([Cl:1])=[C:3]3[CH:10]=2)=[CH:12]1. The yield is 0.540. (6) The reactants are [NH:1]1[C:9]2[C:4](=[CH:5][CH:6]=[C:7]([C:10]([O:12][CH3:13])=[O:11])[CH:8]=2)[CH:3]=[CH:2]1.[C:14](O[C:14]([O:16][C:17]([CH3:20])([CH3:19])[CH3:18])=[O:15])([O:16][C:17]([CH3:20])([CH3:19])[CH3:18])=[O:15]. The catalyst is O1CCCC1.CN(C)C1C=CN=CC=1. The product is [N:1]1([C:14]([O:16][C:17]([CH3:20])([CH3:19])[CH3:18])=[O:15])[C:9]2[C:4](=[CH:5][CH:6]=[C:7]([C:10]([O:12][CH3:13])=[O:11])[CH:8]=2)[CH:3]=[CH:2]1. The yield is 0.990. (7) The reactants are [O:1]1[C:5]2[CH:6]=[CH:7][C:8]([C:10]3([C:13]([NH:15][C:16]4[CH:17]=[C:18]5[C:22](=[CH:23][CH:24]=4)[NH:21][C:20]([C:25]([O:27]CC)=[O:26])=[CH:19]5)=[O:14])[CH2:12][CH2:11]3)=[CH:9][C:4]=2[O:3][CH2:2]1.[Li+].[OH-].Cl. The catalyst is O.O1CCOCC1. The yield is 0.830. The product is [O:1]1[C:5]2[CH:6]=[CH:7][C:8]([C:10]3([C:13]([NH:15][C:16]4[CH:17]=[C:18]5[C:22](=[CH:23][CH:24]=4)[NH:21][C:20]([C:25]([OH:27])=[O:26])=[CH:19]5)=[O:14])[CH2:12][CH2:11]3)=[CH:9][C:4]=2[O:3][CH2:2]1. (8) The reactants are [F:1][C:2]1[CH:8]=[CH:7][C:5]([NH2:6])=[CH:4][CH:3]=1.Br[CH:10]([C:16]1[CH:21]=[CH:20][CH:19]=[CH:18][CH:17]=1)[C:11]([O:13][CH2:14][CH3:15])=[O:12]. The catalyst is C(#N)C. The product is [F:1][C:2]1[CH:8]=[CH:7][C:5]([NH:6][CH:10]([C:16]2[CH:21]=[CH:20][CH:19]=[CH:18][CH:17]=2)[C:11]([O:13][CH2:14][CH3:15])=[O:12])=[CH:4][CH:3]=1. The yield is 0.723. (9) The reactants are [C:1]([Cl:6])([C:3](Cl)=O)=O.CN(C=O)C.[N:12]1[C:17]2[CH:18]=[CH:19][S:20]C=2C(=O)[NH:14][CH:13]=1. The catalyst is O. The product is [Cl:6][C:1]1[C:3]2[S:20][CH:19]=[CH:18][C:17]=2[N:12]=[CH:13][N:14]=1. The yield is 0.970.